From a dataset of Reaction yield outcomes from USPTO patents with 853,638 reactions. Predict the reaction yield, written as a fraction of the theoretical maximum amount of product (1.0 means a 100% yield; for example, 0.34 means a 34% yield). The product is [O:14]=[C:11]1[N:10]([C:15]2[CH:16]=[CH:17][CH:18]=[CH:19][CH:20]=2)[CH:9]=[C:8]([C:6]([OH:7])=[O:5])[CH:13]=[CH:12]1. The catalyst is O. The yield is 0.790. The reactants are O.[OH-].[Li+].C[O:5][C:6]([C:8]1[CH:13]=[CH:12][C:11](=[O:14])[N:10]([C:15]2[CH:20]=[CH:19][CH:18]=[CH:17][CH:16]=2)[CH:9]=1)=[O:7].O1CCCC1.